Task: Predict the product of the given reaction.. Dataset: Forward reaction prediction with 1.9M reactions from USPTO patents (1976-2016) (1) Given the reactants [CH2:1]([NH:8][C:9](=[O:18])[CH2:10][NH:11][C:12]1[CH:17]=[CH:16][CH:15]=[CH:14][CH:13]=1)[C:2]1[CH:7]=[CH:6][CH:5]=[CH:4][CH:3]=1.C[N:20]1[CH2:25]CO[CH2:22][CH2:21]1.ClC(OC1C=[CH:34][C:33]([N+:36]([O-:38])=[O:37])=[CH:32][CH:31]=1)=O.C1C[O:42]CC1, predict the reaction product. The product is: [CH2:1]([N:8]([C:25](=[O:42])[NH:20][C:21]1[CH:22]=[CH:34][C:33]([N+:36]([O-:38])=[O:37])=[CH:32][CH:31]=1)[C:9](=[O:18])[CH2:10][NH:11][C:12]1[CH:17]=[CH:16][CH:15]=[CH:14][CH:13]=1)[C:2]1[CH:3]=[CH:4][CH:5]=[CH:6][CH:7]=1. (2) Given the reactants [CH3:1][C:2]1([CH3:14])[C:10]2[C:5](=[CH:6][C:7]([N+:11]([O-:13])=[O:12])=[CH:8][CH:9]=2)[NH:4][CH2:3]1.[C:15]([N:22]1[CH2:27][CH2:26][CH:25]([CH:28]=O)[CH2:24][CH2:23]1)([O:17][C:18]([CH3:21])([CH3:20])[CH3:19])=[O:16].CC(O)=O.C([O-])(O)=O.[Na+], predict the reaction product. The product is: [N+:11]([C:7]1[CH:6]=[C:5]2[C:10]([C:2]([CH3:14])([CH3:1])[CH2:3][N:4]2[CH2:28][CH:25]2[CH2:26][CH2:27][N:22]([C:15]([O:17][C:18]([CH3:19])([CH3:21])[CH3:20])=[O:16])[CH2:23][CH2:24]2)=[CH:9][CH:8]=1)([O-:13])=[O:12]. (3) Given the reactants [F:1][C:2]1[C:3]([C:22]([NH:24][CH2:25][C:26]2([C:32]3[CH:37]=[CH:36][CH:35]=[CH:34][CH:33]=3)[CH2:31][CH2:30][NH:29][CH2:28][CH2:27]2)=[O:23])=[N:4][CH:5]=[CH:6][C:7]=1[S:8][C:9]1[S:13][C:12]([NH:14][C:15]2[CH:20]=[C:19]([CH3:21])[CH:18]=[CH:17][N:16]=2)=[N:11][CH:10]=1.C(OC([NH:45][C@@H:46]([CH:50]([CH3:52])[CH3:51])[C:47](O)=[O:48])=O)(C)(C)C, predict the reaction product. The product is: [NH2:45][C@@H:46]([CH:50]([CH3:52])[CH3:51])[C:47]([N:29]1[CH2:28][CH2:27][C:26]([CH2:25][NH:24][C:22](=[O:23])[C:3]2[C:2]([F:1])=[C:7]([S:8][C:9]3[S:13][C:12]([NH:14][C:15]4[CH:20]=[C:19]([CH3:21])[CH:18]=[CH:17][N:16]=4)=[N:11][CH:10]=3)[CH:6]=[CH:5][N:4]=2)([C:32]2[CH:33]=[CH:34][CH:35]=[CH:36][CH:37]=2)[CH2:31][CH2:30]1)=[O:48].